From a dataset of Reaction yield outcomes from USPTO patents with 853,638 reactions. Predict the reaction yield, written as a fraction of the theoretical maximum amount of product (1.0 means a 100% yield; for example, 0.34 means a 34% yield). (1) The reactants are [OH:1][CH2:2][C:3]1[CH:18]=[CH:17][C:6]([CH2:7][NH:8][C:9]([C:11]2[CH:16]=[CH:15][CH:14]=[CH:13][N:12]=2)=[O:10])=[CH:5][CH:4]=1.CC(OI1(OC(C)=O)(OC(C)=O)OC(=O)C2C=CC=CC1=2)=O. The catalyst is C(Cl)Cl.C(OCC)C.C(OCC)(=O)C.C(=O)(O)[O-].[Na+].S([O-])([O-])(=O)=S.[Na+].[Na+]. The product is [CH:2]([C:3]1[CH:4]=[CH:5][C:6]([CH2:7][NH:8][C:9]([C:11]2[CH:16]=[CH:15][CH:14]=[CH:13][N:12]=2)=[O:10])=[CH:17][CH:18]=1)=[O:1]. The yield is 0.850. (2) The reactants are [CH3:1][O:2][C:3]1[C:14]2=[C:15]3[N:10]([CH2:11][CH2:12][CH2:13]2)[CH2:9][CH2:8][CH2:7][C:6]3=[CH:5][C:4]=1[CH:16]=[CH:17][C:18]1[S:19][CH:20]=[CH:21][CH:22]=1.C([Li])CCC.CN(C)[CH:30]=[O:31].O. The catalyst is O1CCCC1.C(OCC)(=O)C. The product is [CH3:1][O:2][C:3]1[C:14]2=[C:15]3[N:10]([CH2:11][CH2:12][CH2:13]2)[CH2:9][CH2:8][CH2:7][C:6]3=[CH:5][C:4]=1[CH:16]=[CH:17][C:18]1[S:19][C:20]([CH:30]=[O:31])=[CH:21][CH:22]=1. The yield is 0.355.